This data is from Forward reaction prediction with 1.9M reactions from USPTO patents (1976-2016). The task is: Predict the product of the given reaction. Given the reactants [CH2:1]([O:8][C:9]([NH:11][C@H:12](C(O)=O)[CH2:13][O:14][C:15]([C@@H:17]1[CH2:21][C@@H:20]([CH3:22])[CH2:19][N:18]1[C:23](=[O:49])[C@@H:24]([NH:26][C:27]([C@@H:29]1[CH2:34][CH2:33][CH2:32][CH2:31][N:30]1[C:35]([C@@H:37]1[CH2:41][CH2:40][CH2:39][N:38]1[C:42](OC(C)(C)C)=[O:43])=[O:36])=[O:28])[CH3:25])=[O:16])=[O:10])C1C=CC=CC=1.F[C:54]1[C:59](O)=[C:58](F)[C:57](F)=[C:56](F)[C:55]=1F.C(Cl)CCl, predict the reaction product. The product is: [CH3:22][C@H:20]1[CH2:19][N:18]2[C@H:17]([C:15](=[O:16])[O:14][CH2:13][C@H:12]([NH:11][C:9](=[O:10])[O:8][CH2:1][C:54]3[CH:59]=[CH:58][CH:57]=[CH:56][CH:55]=3)[C:42](=[O:43])[N:38]3[C@H:37]([C:35](=[O:36])[N:30]4[C@H:29]([C:27](=[O:28])[NH:26][C@@H:24]([CH3:25])[C:23]2=[O:49])[CH2:34][CH2:33][CH2:32][CH2:31]4)[CH2:41][CH2:40][CH2:39]3)[CH2:21]1.